This data is from Full USPTO retrosynthesis dataset with 1.9M reactions from patents (1976-2016). The task is: Predict the reactants needed to synthesize the given product. (1) Given the product [NH:1]1[CH2:6][CH2:5][CH2:4][CH2:3][CH:2]1[CH2:7][CH2:8][O:9][C:10]1[CH:11]=[C:12]([C:16]2[C:24]3[C:19](=[CH:20][CH:21]=[C:22]([C:25]([NH2:26])=[O:33])[CH:23]=3)[N:18]([CH:27]3[CH2:32][CH2:31][CH2:30][CH2:29][O:28]3)[N:17]=2)[CH:13]=[CH:14][CH:15]=1, predict the reactants needed to synthesize it. The reactants are: [NH:1]1[CH2:6][CH2:5][CH2:4][CH2:3][CH:2]1[CH2:7][CH2:8][O:9][C:10]1[CH:11]=[C:12]([C:16]2[C:24]3[C:19](=[CH:20][CH:21]=[C:22]([C:25]#[N:26])[CH:23]=3)[N:18]([CH:27]3[CH2:32][CH2:31][CH2:30][CH2:29][O:28]3)[N:17]=2)[CH:13]=[CH:14][CH:15]=1.[OH-:33].[Na+].OO. (2) Given the product [NH2:2][C@H:3]([CH2:9][CH2:10][CH:11]1[CH2:16][CH2:15][CH2:14][CH2:13][CH2:12]1)[C:4]([O-:6])=[O:5].[Na+:18], predict the reactants needed to synthesize it. The reactants are: Cl.[NH2:2][C@H:3]([CH2:9][CH2:10][CH:11]1[CH2:16][CH2:15][CH2:14][CH2:13][CH2:12]1)[C:4]([O:6]CC)=[O:5].[OH-].[Na+:18]. (3) The reactants are: [N:1]1[CH:6]=[CH:5][C:4]([C:7]2[C:8]3[N:9]([N:13]=[C:14]([NH2:16])[N:15]=3)[CH:10]=[CH:11][CH:12]=2)=[CH:3][CH:2]=1.Br[C:18]1[CH:23]=[CH:22][C:21]([N:24]2[CH2:29][CH2:28][O:27][CH2:26][CH2:25]2)=[CH:20][CH:19]=1. Given the product [N:24]1([C:21]2[CH:22]=[CH:23][C:18]([NH:16][C:14]3[N:15]=[C:8]4[C:7]([C:4]5[CH:5]=[CH:6][N:1]=[CH:2][CH:3]=5)=[CH:12][CH:11]=[CH:10][N:9]4[N:13]=3)=[CH:19][CH:20]=2)[CH2:29][CH2:28][O:27][CH2:26][CH2:25]1, predict the reactants needed to synthesize it. (4) Given the product [Cl:1][C:2]1[CH:3]=[C:4]([NH:9][C:10]2[N:15]=[C:14]([NH:16][CH2:17][CH2:18][CH2:19][O:20][CH3:21])[C:13]([C:22]([NH2:23])=[O:27])=[CH:12][N:11]=2)[CH:5]=[CH:6][C:7]=1[F:8], predict the reactants needed to synthesize it. The reactants are: [Cl:1][C:2]1[CH:3]=[C:4]([NH:9][C:10]2[N:15]=[C:14]([NH:16][CH2:17][CH2:18][CH2:19][O:20][CH3:21])[C:13]([C:22]#[N:23])=[CH:12][N:11]=2)[CH:5]=[CH:6][C:7]=1[F:8].O.[OH-].[Na+].[O:27]1CCOCC1. (5) Given the product [CH2:16]([C:2]1([CH2:3][O:4][C:5]([NH:7][C@H:8]([C:13]([OH:15])=[O:14])[C:9]([CH3:10])([CH3:11])[CH3:12])=[O:6])[CH2:20][CH2:21][CH2:1]1)[CH2:17][CH:18]=[CH2:19], predict the reactants needed to synthesize it. The reactants are: [CH3:1][C:2]([CH3:20])([CH2:16][CH2:17][CH:18]=[CH2:19])[CH2:3][O:4][C:5]([NH:7][C@H:8]([C:13]([OH:15])=[O:14])[C:9]([CH3:12])([CH3:11])[CH3:10])=[O:6].[CH:21]1(C(OCC)=O)CCC1.